From a dataset of Full USPTO retrosynthesis dataset with 1.9M reactions from patents (1976-2016). Predict the reactants needed to synthesize the given product. (1) Given the product [ClH:2].[I:3][C:4]1[CH:5]=[C:6]([CH:12]=[CH:13][CH:14]=1)[C:7]([NH2:11])=[NH:1], predict the reactants needed to synthesize it. The reactants are: [NH3:1].[ClH:2].[I:3][C:4]1[CH:5]=[C:6]([CH:12]=[CH:13][CH:14]=1)[C:7](=[NH:11])OCC. (2) Given the product [C:14]1([C@@H:12]([N:8]2[C:6]3=[N:7][C:2](/[CH:20]=[CH:21]\[CH3:22])=[CH:3][N:4]=[C:5]3[N:10]=[C:9]2[OH:11])[CH3:13])[CH:19]=[CH:18][CH:17]=[CH:16][CH:15]=1, predict the reactants needed to synthesize it. The reactants are: Br[C:2]1[N:7]=[C:6]2[N:8]([C@H:12]([C:14]3[CH:19]=[CH:18][CH:17]=[CH:16][CH:15]=3)[CH3:13])[C:9]([OH:11])=[N:10][C:5]2=[N:4][CH:3]=1.[CH:20](/B(O)O)=[CH:21]/[CH3:22]. (3) Given the product [CH3:35][O:36][CH2:37][CH2:38][O:39][CH2:40][N:17]1[C:18](=[O:21])[C:19]2[N:20]=[C:12]([S:11][C:4]3[CH:5]=[C:6]([O:9][CH3:10])[CH:7]=[CH:8][C:3]=3[O:2][CH3:1])[N:13]([CH2:22][CH2:23][CH2:24][CH3:25])[C:14]=2[N:15]=[CH:16]1, predict the reactants needed to synthesize it. The reactants are: [CH3:1][O:2][C:3]1[CH:8]=[CH:7][C:6]([O:9][CH3:10])=[CH:5][C:4]=1[S:11][C:12]1[N:13]([CH2:22][CH2:23][CH2:24][CH3:25])[C:14]2[N:15]=[CH:16][NH:17][C:18](=[O:21])[C:19]=2[N:20]=1.C(N(C(C)C)CC)(C)C.[CH3:35][O:36][CH2:37][CH2:38][O:39][CH2:40]Cl.O. (4) Given the product [O:17]=[C:15]([C:14]1[CH:19]=[CH:20][CH:21]=[C:12]([C:11]([F:10])([F:23])[F:22])[CH:13]=1)[CH2:25][C:24]#[N:26], predict the reactants needed to synthesize it. The reactants are: [H-].[Na+].C1(C)C=CC=CC=1.[F:10][C:11]([F:23])([F:22])[C:12]1[CH:13]=[C:14]([CH:19]=[CH:20][CH:21]=1)[C:15]([O:17]C)=O.[C:24](#[N:26])[CH3:25].